Dataset: Forward reaction prediction with 1.9M reactions from USPTO patents (1976-2016). Task: Predict the product of the given reaction. (1) Given the reactants Cl[C:2]1[C:11]2[C:6](=[CH:7][CH:8]=[CH:9][CH:10]=2)[C:5](=[O:12])[N:4]([CH2:13][C@H:14]2[CH2:18][CH2:17][CH2:16][N:15]2[CH2:19][CH2:20][CH2:21][CH2:22][C:23]2[CH:28]=[CH:27][C:26]([O:29][CH2:30][CH2:31][CH2:32][N:33]3[CH2:39][CH2:38][CH2:37][CH2:36][CH2:35][CH2:34]3)=[CH:25][CH:24]=2)[N:3]=1.[Cl-].[F:41][C:42]1[CH:49]=[CH:48][C:45]([CH2:46][Zn+])=[CH:44][CH:43]=1, predict the reaction product. The product is: [F:41][C:42]1[CH:49]=[CH:48][C:45]([CH2:46][C:2]2[C:11]3[C:6](=[CH:7][CH:8]=[CH:9][CH:10]=3)[C:5](=[O:12])[N:4]([CH2:13][C@H:14]3[CH2:18][CH2:17][CH2:16][N:15]3[CH2:19][CH2:20][CH2:21][CH2:22][C:23]3[CH:28]=[CH:27][C:26]([O:29][CH2:30][CH2:31][CH2:32][N:33]4[CH2:39][CH2:38][CH2:37][CH2:36][CH2:35][CH2:34]4)=[CH:25][CH:24]=3)[N:3]=2)=[CH:44][CH:43]=1. (2) Given the reactants [C:1]([Si:5]([CH3:19])([CH3:18])[O:6][CH2:7][CH2:8][C:9]1[CH:10]=[C:11](B(O)O)[CH:12]=[CH:13][CH:14]=1)([CH3:4])([CH3:3])[CH3:2].C[Si]([N-][Si](C)(C)C)(C)C.[Na+].I[CH:31]1[CH2:34][O:33][CH2:32]1.C(=O)([O-])O.[Na+], predict the reaction product. The product is: [C:1]([Si:5]([CH3:19])([CH3:18])[O:6][CH2:7][CH2:8][C:9]1[CH:14]=[CH:13][CH:12]=[C:11]([CH:31]2[CH2:34][O:33][CH2:32]2)[CH:10]=1)([CH3:4])([CH3:3])[CH3:2]. (3) Given the reactants Cl[C:2]1[N:12]=[C:11]([NH:13][C:14]2[CH:19]=[CH:18][C:17]([N:20]3[CH2:25][CH2:24][N:23]4[CH2:26][CH2:27][CH2:28][CH:22]4[CH2:21]3)=[CH:16][C:15]=2[O:29][CH3:30])[C:5]2[C:6](=[O:10])[NH:7][N:8]=[CH:9][C:4]=2[CH:3]=1.[Br-].[Cl:32][C:33]1[CH:40]=[CH:39][CH:38]=[C:37]([Cl:41])[C:34]=1[CH2:35][Zn+], predict the reaction product. The product is: [Cl:32][C:33]1[CH:40]=[CH:39][CH:38]=[C:37]([Cl:41])[C:34]=1[CH2:35][C:2]1[N:12]=[C:11]([NH:13][C:14]2[CH:19]=[CH:18][C:17]([N:20]3[CH2:25][CH2:24][N:23]4[CH2:26][CH2:27][CH2:28][CH:22]4[CH2:21]3)=[CH:16][C:15]=2[O:29][CH3:30])[C:5]2[C:6](=[O:10])[NH:7][N:8]=[CH:9][C:4]=2[CH:3]=1.